Dataset: Full USPTO retrosynthesis dataset with 1.9M reactions from patents (1976-2016). Task: Predict the reactants needed to synthesize the given product. (1) Given the product [NH2:1][C:2]1([C:6]2[CH:7]=[CH:8][C:9]([C:12]3[O:26][C:15]4[N:16]=[C:17]([NH:22][CH2:23][CH2:24][OH:25])[NH:18][C:19](=[O:20])[C:14]=4[C:13]=3[C:27]3[CH:28]=[CH:29][CH:30]=[CH:31][CH:32]=3)=[CH:10][CH:11]=2)[CH2:3][CH2:4][CH2:5]1, predict the reactants needed to synthesize it. The reactants are: [NH2:1][C:2]1([C:6]2[CH:11]=[CH:10][C:9]([C:12]3[O:26][C:15]4[N:16]=[C:17]([NH:22][CH2:23][CH2:24][OH:25])[N:18]=[C:19]([O:20]C)[C:14]=4[C:13]=3[C:27]3[CH:32]=[CH:31][CH:30]=[CH:29][CH:28]=3)=[CH:8][CH:7]=2)[CH2:5][CH2:4][CH2:3]1.Cl. (2) Given the product [CH2:1]([O:3][C:4](=[O:24])[CH2:5][C:6]1[CH:11]=[C:10]([C:12]([F:14])([F:13])[F:15])[CH:9]=[C:8]([OH:16])[CH:7]=1)[CH3:2], predict the reactants needed to synthesize it. The reactants are: [CH2:1]([O:3][C:4](=[O:24])[CH2:5][C:6]1[CH:11]=[C:10]([C:12]([F:15])([F:14])[F:13])[CH:9]=[C:8]([O:16]CC2C=CC=CC=2)[CH:7]=1)[CH3:2]. (3) Given the product [O:34]1[CH2:39][CH2:38][O:37][C:36]2[C:40]([N:44]3[CH2:45][CH2:46][N:47]([CH2:16][CH2:17][CH2:18][CH2:19][O:20][C:21]4[CH:30]=[C:29]5[C:24]([CH2:25][CH2:26][C:27](=[O:31])[NH:28]5)=[CH:23][CH:22]=4)[CH2:48][CH2:49]3)=[CH:41][CH:42]=[CH:43][C:35]1=2, predict the reactants needed to synthesize it. The reactants are: ClC1C(Cl)=CC=CC=1N1CCCN([CH2:16][CH2:17][CH2:18][CH2:19][O:20][C:21]2[CH:30]=[C:29]3[C:24]([CH:25]=[CH:26][C:27](=[O:31])[NH:28]3)=[CH:23][CH:22]=2)CC1.[Na+].[I-].[O:34]1[CH2:39][CH2:38][O:37][C:36]2[C:40]([N:44]3[CH2:49][CH2:48][NH:47][CH2:46][CH2:45]3)=[CH:41][CH:42]=[CH:43][C:35]1=2.C([O-])([O-])=O.[K+].[K+]. (4) Given the product [CH2:1]([N:8]1[CH:12]=[CH:11][C:10]([NH2:13])=[C:9]1[C:23]1[CH:28]=[CH:27][CH:26]=[CH:25][CH:24]=1)[C:2]1[CH:3]=[CH:4][CH:5]=[CH:6][CH:7]=1, predict the reactants needed to synthesize it. The reactants are: [CH2:1]([N:8]1[CH:12]=[CH:11][C:10]([NH:13]C(=O)OCC[Si](C)(C)C)=[C:9]1[C:23]1[CH:28]=[CH:27][CH:26]=[CH:25][CH:24]=1)[C:2]1[CH:7]=[CH:6][CH:5]=[CH:4][CH:3]=1.O.[F-].C([N+](CCCC)(CCCC)CCCC)CCC.C1COCC1.